From a dataset of Forward reaction prediction with 1.9M reactions from USPTO patents (1976-2016). Predict the product of the given reaction. Given the reactants [CH3:1][C:2]1[CH:3]=[C:4]([CH:7]=[CH:8][C:9]=1[N+:10]([O-:12])=[O:11])[CH2:5]Br.[P:13]([O:20]CC)([O:17][CH2:18][CH3:19])[O:14][CH2:15][CH3:16], predict the reaction product. The product is: [CH2:15]([O:14][P:13]([CH2:5][C:4]1[CH:7]=[CH:8][C:9]([N+:10]([O-:12])=[O:11])=[C:2]([CH3:1])[CH:3]=1)(=[O:20])[O:17][CH2:18][CH3:19])[CH3:16].